Dataset: NCI-60 drug combinations with 297,098 pairs across 59 cell lines. Task: Regression. Given two drug SMILES strings and cell line genomic features, predict the synergy score measuring deviation from expected non-interaction effect. (1) Drug 1: CC1OCC2C(O1)C(C(C(O2)OC3C4COC(=O)C4C(C5=CC6=C(C=C35)OCO6)C7=CC(=C(C(=C7)OC)O)OC)O)O. Drug 2: CN(C)N=NC1=C(NC=N1)C(=O)N. Cell line: COLO 205. Synergy scores: CSS=62.3, Synergy_ZIP=15.2, Synergy_Bliss=15.1, Synergy_Loewe=-18.3, Synergy_HSA=16.2. (2) Drug 1: CCCS(=O)(=O)NC1=C(C(=C(C=C1)F)C(=O)C2=CNC3=C2C=C(C=N3)C4=CC=C(C=C4)Cl)F. Synergy scores: CSS=24.9, Synergy_ZIP=18.2, Synergy_Bliss=22.1, Synergy_Loewe=22.4, Synergy_HSA=22.1. Cell line: RXF 393. Drug 2: CC1C(C(=O)NC(C(=O)N2CCCC2C(=O)N(CC(=O)N(C(C(=O)O1)C(C)C)C)C)C(C)C)NC(=O)C3=C4C(=C(C=C3)C)OC5=C(C(=O)C(=C(C5=N4)C(=O)NC6C(OC(=O)C(N(C(=O)CN(C(=O)C7CCCN7C(=O)C(NC6=O)C(C)C)C)C)C(C)C)C)N)C.